The task is: Predict the reaction yield, written as a fraction of the theoretical maximum amount of product (1.0 means a 100% yield; for example, 0.34 means a 34% yield).. This data is from Reaction yield outcomes from USPTO patents with 853,638 reactions. (1) The product is [Cl:1][C:2]1[CH:7]=[CH:6][N:5]=[C:4]2[CH:8]=[C:9]([C:21]([C:17]3[O:16][CH:20]=[CH:19][CH:18]=3)=[O:22])[S:10][C:3]=12. The catalyst is C1COCC1. The reactants are [Cl:1][C:2]1[CH:7]=[CH:6][N:5]=[C:4]2[CH:8]=[CH:9][S:10][C:3]=12.[Li]CCCC.[O:16]1[CH:20]=[CH:19][CH:18]=[C:17]1[C:21](Cl)=[O:22]. The yield is 0.230. (2) The reactants are [CH3:1][O:2][C:3](=[O:31])[C@@H:4]([NH:13][C:14]([C:16]1[CH:17]=[C:18]([C:23]2[CH:28]=[CH:27][C:26]([F:29])=[C:25]([Cl:30])[CH:24]=2)[CH:19]=[CH:20][C:21]=1[OH:22])=[O:15])[CH2:5][C:6]1[CH:11]=[CH:10][C:9](Br)=[CH:8][CH:7]=1.[F:32][C:33]([F:44])([F:43])[C:34]1[CH:35]=[C:36](B(O)O)[CH:37]=[CH:38][CH:39]=1.C([O-])([O-])=O.[Na+].[Na+]. The catalyst is COCCOC.C1C=CC([P]([Pd]([P](C2C=CC=CC=2)(C2C=CC=CC=2)C2C=CC=CC=2)([P](C2C=CC=CC=2)(C2C=CC=CC=2)C2C=CC=CC=2)[P](C2C=CC=CC=2)(C2C=CC=CC=2)C2C=CC=CC=2)(C2C=CC=CC=2)C2C=CC=CC=2)=CC=1. The product is [CH3:1][O:2][C:3](=[O:31])[C@@H:4]([NH:13][C:14]([C:16]1[CH:17]=[C:18]([C:23]2[CH:28]=[CH:27][C:26]([F:29])=[C:25]([Cl:30])[CH:24]=2)[CH:19]=[CH:20][C:21]=1[OH:22])=[O:15])[CH2:5][C:6]1[CH:11]=[CH:10][C:9]([C:38]2[CH:37]=[CH:36][CH:35]=[C:34]([C:33]([F:44])([F:43])[F:32])[CH:39]=2)=[CH:8][CH:7]=1. The yield is 0.500. (3) The reactants are CC([O-])(C)C.[K+].CC1C=CC(S([CH2:17][N+:18]#[C-])(=O)=O)=CC=1.[CH2:20]([O:27][C:28]1[CH:29]=[C:30]([CH:33]=[CH:34][C:35]=1[O:36][CH3:37])[CH:31]=O)[C:21]1[CH:26]=[CH:25][CH:24]=[CH:23][CH:22]=1.CO. The catalyst is C1COCC1.O. The product is [CH2:20]([O:27][C:28]1[CH:29]=[C:30]([CH2:31][C:17]#[N:18])[CH:33]=[CH:34][C:35]=1[O:36][CH3:37])[C:21]1[CH:26]=[CH:25][CH:24]=[CH:23][CH:22]=1. The yield is 0.480. (4) The reactants are [OH-].[Na+].[C:3]([O:7][C:8]([N:10]1[CH2:15][CH2:14][NH:13][C:12](=[O:16])[CH:11]1[CH2:17][C:18]([O:20]CC)=[O:19])=[O:9])([CH3:6])([CH3:5])[CH3:4]. The catalyst is CO. The product is [C:3]([O:7][C:8]([N:10]1[CH2:15][CH2:14][NH:13][C:12](=[O:16])[CH:11]1[CH2:17][C:18]([OH:20])=[O:19])=[O:9])([CH3:6])([CH3:4])[CH3:5]. The yield is 0.830. (5) The yield is 0.240. The reactants are Br[C:2]1[CH:7]=[C:6]([CH2:8][NH:9][C:10]2[CH:28]=[CH:27][CH:26]=[CH:25][C:11]=2[C:12]([NH:14][C:15]2[N:16]=[CH:17][C:18]3[C:23]([CH:24]=2)=[CH:22][CH:21]=[CH:20][CH:19]=3)=[O:13])[CH:5]=[CH:4][N:3]=1.C(=O)([O-])[O-].[Cs+].[Cs+].[CH3:35][N:36]([CH3:40])[C:37]([NH2:39])=[O:38].CC1(C)C2C(=C(P(C3C=CC=CC=3)C3C=CC=CC=3)C=CC=2)OC2C(P(C3C=CC=CC=3)C3C=CC=CC=3)=CC=CC1=2. The catalyst is O1CCOCC1.C(Cl)Cl. The product is [CH3:35][N:36]([CH3:40])[C:37](=[O:38])[NH:39][C:2]1[CH:7]=[C:6]([CH2:8][NH:9][C:10]2[CH:28]=[CH:27][CH:26]=[CH:25][C:11]=2[C:12]([NH:14][C:15]2[N:16]=[CH:17][C:18]3[C:23]([CH:24]=2)=[CH:22][CH:21]=[CH:20][CH:19]=3)=[O:13])[CH:5]=[CH:4][N:3]=1. (6) The reactants are [NH2:1][CH:2]1[CH2:5][N:4]([CH:6]([C:26]2[CH:31]=[CH:30][C:29]([F:32])=[CH:28][CH:27]=2)[C:7]([N:9]([CH2:11][C:12]2[C:21]3[C:16](=[CH:17][CH:18]=[CH:19][CH:20]=3)[CH:15]=[C:14]([C:22]#[N:23])[C:13]=2[O:24][CH3:25])[CH3:10])=[O:8])[CH2:3]1.C(N(CC)CC)C.[C:40](OC(=O)C)(=[O:42])[CH3:41].C(Cl)(Cl)Cl. The catalyst is N1C=CC=CC=1. The product is [C:40]([NH:1][CH:2]1[CH2:3][N:4]([CH:6]([C:26]2[CH:27]=[CH:28][C:29]([F:32])=[CH:30][CH:31]=2)[C:7]([N:9]([CH2:11][C:12]2[C:21]3[C:16](=[CH:17][CH:18]=[CH:19][CH:20]=3)[CH:15]=[C:14]([C:22]#[N:23])[C:13]=2[O:24][CH3:25])[CH3:10])=[O:8])[CH2:5]1)(=[O:42])[CH3:41]. The yield is 0.520.